Task: Regression/Classification. Given a drug SMILES string, predict its absorption, distribution, metabolism, or excretion properties. Task type varies by dataset: regression for continuous measurements (e.g., permeability, clearance, half-life) or binary classification for categorical outcomes (e.g., BBB penetration, CYP inhibition). Dataset: cyp2d6_veith.. Dataset: CYP2D6 inhibition data for predicting drug metabolism from PubChem BioAssay (1) The drug is Cc1ccc(NC(=O)CCc2c(C)nc3ncnn3c2C)nc1. The result is 0 (non-inhibitor). (2) The molecule is Cc1nc(C(=O)Nc2ccc(Cl)cc2Cl)nn1-c1cc(OC(C)C)c(Cl)cc1Cl. The result is 0 (non-inhibitor). (3) The molecule is Cc1nc2ncnn2c(C)c1CCC(=O)NCCC1=CCCCC1. The result is 0 (non-inhibitor). (4) The molecule is COC(=O)C/C=C\[C@@H](C)[C@@H]1C=C[C@H](OC(C)=O)[C@H](COC(C)=O)O1. The result is 0 (non-inhibitor). (5) The result is 0 (non-inhibitor). The molecule is CCOC(=O)CC(=O)CSc1nc(-c2cccnc2)cc(C)c1C#N. (6) The molecule is CCCCC#C/C=C1/Cn2c(nc3ccccc32)S1. The result is 0 (non-inhibitor). (7) The molecule is Cc1c(C)c2c(c(C)c1O)CC[C@@](C)(C(=O)O)O2. The result is 0 (non-inhibitor). (8) The molecule is COc1ccc(Oc2ncc3ncc(=O)n(Cc4cccc(OC)c4)c3n2)cc1. The result is 0 (non-inhibitor).